This data is from Forward reaction prediction with 1.9M reactions from USPTO patents (1976-2016). The task is: Predict the product of the given reaction. (1) Given the reactants CN(C)CC#C[C:20]1[CH:21]=[C:22]([C@@H]2[C@@H]([C:17]3[CH:22]=[CH:21][CH:20]=[C:19](F)C=3)OC(=O)N2)[CH:17]=N[CH:19]=1.Br[C:27]1[CH:28]=[C:29]([C@@H:33]2[C@@H:37]([C:38]3[CH:43]=[CH:42][CH:41]=[C:40]([O:44][CH3:45])[CH:39]=3)[O:36][C:35](=[O:46])[NH:34]2)[CH:30]=[CH:31][CH:32]=1.C(C1CC1)#C, predict the reaction product. The product is: [CH:21]1([C:20]#[C:19][C:27]2[CH:28]=[C:29]([C@@H:33]3[C@@H:37]([C:38]4[CH:43]=[CH:42][CH:41]=[C:40]([O:44][CH3:45])[CH:39]=4)[O:36][C:35](=[O:46])[NH:34]3)[CH:30]=[CH:31][CH:32]=2)[CH2:22][CH2:17]1. (2) Given the reactants [OH:1][C:2]1[CH:10]=[CH:9][CH:8]=[C:4]([C:5]([OH:7])=[O:6])[C:3]=1[NH2:11].N1C=CC=CC=1.[N+:18]([C:21]1[CH:29]=[CH:28][C:24]([C:25](Cl)=[O:26])=[CH:23][CH:22]=1)([O-:20])=[O:19], predict the reaction product. The product is: [OH:1][C:2]1[C:3]([NH:11][C:25](=[O:26])[C:24]2[CH:23]=[CH:22][C:21]([N+:18]([O-:20])=[O:19])=[CH:29][CH:28]=2)=[C:4]([CH:8]=[CH:9][CH:10]=1)[C:5]([OH:7])=[O:6]. (3) Given the reactants [F:1][C:2]1[CH:7]=[CH:6][C:5]([CH:8]([C:25]2[CH:30]=[CH:29][C:28]([F:31])=[CH:27][CH:26]=2)[O:9][C:10]2[CH:21]=[CH:20][C:19]([N+:22]([O-])=O)=[CH:18][C:11]=2[C:12]([O:14][CH:15]([CH3:17])[CH3:16])=[O:13])=[CH:4][CH:3]=1.[Cl-].[Ca+2].[Cl-], predict the reaction product. The product is: [NH2:22][C:19]1[CH:20]=[CH:21][C:10]([O:9][CH:8]([C:5]2[CH:6]=[CH:7][C:2]([F:1])=[CH:3][CH:4]=2)[C:25]2[CH:30]=[CH:29][C:28]([F:31])=[CH:27][CH:26]=2)=[C:11]([CH:18]=1)[C:12]([O:14][CH:15]([CH3:17])[CH3:16])=[O:13].